This data is from Catalyst prediction with 721,799 reactions and 888 catalyst types from USPTO. The task is: Predict which catalyst facilitates the given reaction. (1) Reactant: [F:1][C:2]([F:32])([F:31])[C:3]1[CH:4]=[CH:5][C:6]([O:9][C:10]2[CH:11]=[C:12]([C:16](=[C:18]3[CH2:23][CH2:22][N:21](C(OC(C)(C)C)=O)[CH2:20][CH2:19]3)[CH3:17])[CH:13]=[CH:14][CH:15]=2)=[N:7][CH:8]=1.[C:33]([OH:39])([C:35]([F:38])([F:37])[F:36])=[O:34]. Product: [F:36][C:35]([F:38])([F:37])[C:33]([OH:39])=[O:34].[NH:21]1[CH2:22][CH2:23][C:18](=[C:16]([C:12]2[CH:11]=[C:10]([CH:15]=[CH:14][CH:13]=2)[O:9][C:6]2[CH:5]=[CH:4][C:3]([C:2]([F:32])([F:1])[F:31])=[CH:8][N:7]=2)[CH3:17])[CH2:19][CH2:20]1. The catalyst class is: 2. (2) The catalyst class is: 9. Product: [F:16][C:17]1[CH:24]=[CH:23][CH:22]=[CH:21][C:18]=1[CH2:19][N:3]1[C:4](=[O:15])[C:5]2[C@@H:6]3[C:11]([CH3:12])([CH3:13])[C@@:9]([CH3:14])([CH2:8][CH2:7]3)[C:10]=2[N:2]1[CH3:1]. Reactant: [CH3:1][N:2]1[C:10]2[C@@:9]3([CH3:14])[C:11]([CH3:13])([CH3:12])[C@H:6]([CH2:7][CH2:8]3)[C:5]=2[C:4](=[O:15])[NH:3]1.[F:16][C:17]1[CH:24]=[CH:23][CH:22]=[CH:21][C:18]=1[CH2:19]Br. (3) Reactant: Br[C:2]1[CH:3]=[CH:4][C:5]([N+:8]([O-:10])=[O:9])=[N:6][CH:7]=1.[CH3:11][N:12]1[CH2:17][CH2:16][NH:15][CH2:14][CH2:13]1. Product: [CH3:11][N:12]1[CH2:17][CH2:16][N:15]([C:2]2[CH:7]=[N:6][C:5]([N+:8]([O-:10])=[O:9])=[CH:4][CH:3]=2)[CH2:14][CH2:13]1. The catalyst class is: 6. (4) Reactant: Br[C:2]1[CH:7]=[CH:6][C:5]([C:8]2[CH:13]=[CH:12][C:11]([Br:14])=[CH:10][CH:9]=2)=[CH:4][CH:3]=1.[NH:15]1[CH:19]=[CH:18][N:17]=[N:16]1.C(=O)([O-])[O-].[K+].[K+]. Product: [Br:14][C:11]1[CH:12]=[CH:13][C:8]([C:5]2[CH:6]=[CH:7][C:2]([N:15]3[CH:19]=[CH:18][N:17]=[N:16]3)=[CH:3][CH:4]=2)=[CH:9][CH:10]=1. The catalyst class is: 3.